From a dataset of Catalyst prediction with 721,799 reactions and 888 catalyst types from USPTO. Predict which catalyst facilitates the given reaction. (1) Reactant: [F:1][C:2]1[CH:3]=[C:4]([N:17]2[C:25]3[C:20](=[C:21]([OH:28])[CH:22]=[C:23]([C:26]#[N:27])[CH:24]=3)[CH:19]=[N:18]2)[CH:5]=[C:6]([F:16])[C:7]=1[O:8]CC1C=CC=CC=1. Product: [F:1][C:2]1[CH:3]=[C:4]([N:17]2[C:25]3[C:20](=[C:21]([OH:28])[CH:22]=[C:23]([C:26]#[N:27])[CH:24]=3)[CH:19]=[N:18]2)[CH:5]=[C:6]([F:16])[C:7]=1[OH:8]. The catalyst class is: 78. (2) Reactant: [CH3:1][O:2][C:3]1[CH:8]=[CH:7][NH:6][C:5](=[O:9])[C:4]=1[C:10]#[N:11].C1(P(C2C=CC=CC=2)C2C=CC=CC=2)C=CC=CC=1.[CH:31]1([CH:34]([CH:36]2[CH2:38][CH2:37]2)O)[CH2:33][CH2:32]1.N(C(OCCOC)=O)=NC(OCCOC)=O. Product: [CH:31]1([CH:34]([CH:36]2[CH2:38][CH2:37]2)[N:6]2[CH:7]=[CH:8][C:3]([O:2][CH3:1])=[C:4]([C:10]#[N:11])[C:5]2=[O:9])[CH2:33][CH2:32]1. The catalyst class is: 132. (3) Reactant: [N:1]1([C:6]2[CH:11]=[CH:10][C:9]([C:12](=[O:27])[CH2:13][CH:14]([C:19]3[CH:24]=[C:23]([Cl:25])[CH:22]=[C:21]([Cl:26])[CH:20]=3)[C:15]([F:18])([F:17])[F:16])=[CH:8][CH:7]=2)[CH:5]=[N:4][CH:3]=[N:2]1.[CH3:28][Mg]Br. Product: [N:1]1([C:6]2[CH:7]=[CH:8][C:9]([C:12]([OH:27])([CH2:13][CH:14]([C:19]3[CH:24]=[C:23]([Cl:25])[CH:22]=[C:21]([Cl:26])[CH:20]=3)[C:15]([F:18])([F:16])[F:17])[CH3:28])=[CH:10][CH:11]=2)[CH:5]=[N:4][CH:3]=[N:2]1. The catalyst class is: 1. (4) Reactant: [Br:1][C:2]1[CH:3]=[CH:4][CH2:5][CH:6]2[C:11]=1[N:10]1[CH2:12][CH2:13][CH2:14][CH:9]1[CH2:8][N:7]2[CH2:15][CH2:16][NH2:17].C=O.[C:20](O)(C(F)(F)F)=O. Product: [Br:1][C:2]1[C:11]2[N:10]3[CH2:12][CH2:13][CH2:14][CH:9]3[CH2:8][N:7]3[CH2:15][CH2:16][NH:17][CH2:20][C:5]([C:6]=23)=[CH:4][CH:3]=1. The catalyst class is: 8. (5) Reactant: [CH3:1][C:2]1[C:20]([CH3:21])=[CH:19][CH:18]=[CH:17][C:3]=1[O:4][C:5]1[CH:10]=[CH:9][C:8]([CH:11]2[O:16][CH2:15][CH2:14][NH:13][CH2:12]2)=[CH:7][CH:6]=1.C([O-])([O-])=O.[K+].[K+].[C:28]([O:32][C:33](=[O:38])[CH2:34][CH2:35][CH2:36]Br)([CH3:31])([CH3:30])[CH3:29]. Product: [C:28]([O:32][C:33](=[O:38])[CH2:34][CH2:35][CH2:36][N:13]1[CH2:14][CH2:15][O:16][CH:11]([C:8]2[CH:7]=[CH:6][C:5]([O:4][C:3]3[CH:17]=[CH:18][CH:19]=[C:20]([CH3:21])[C:2]=3[CH3:1])=[CH:10][CH:9]=2)[CH2:12]1)([CH3:31])([CH3:30])[CH3:29]. The catalyst class is: 23. (6) Product: [OH:35][C@H:12]1[CH2:11][CH2:10][C@H:9]2[C@H:8]3[C:17]([C@@H:16]([C:21]4[CH:22]=[CH:23][C:24]([CH:27]=[O:28])=[CH:25][CH:26]=4)[CH2:15][C@:13]12[CH3:14])=[C:18]1[C:5](=[CH:4][C:3](=[O:2])[CH2:20][CH2:19]1)[CH2:6][CH2:7]3. The catalyst class is: 92. Reactant: C[O:2][C:3]1(OC)[CH2:20][CH2:19][C:18]2[C@@:5](O)([CH2:6][CH2:7][C@@H:8]3[C:17]=2[C@@H:16]([C:21]2[CH:26]=[CH:25][C:24]([CH:27]4OCC(C)(C)C[O:28]4)=[CH:23][CH:22]=2)[CH2:15][C@@:13]2([CH3:14])[C@H:9]3[CH2:10][CH2:11][C:12]2=[O:35])[CH2:4]1.[BH4-].[Na+].O. (7) Product: [Cl:1][C:2]1[CH:3]=[C:4]([CH2:14][N:15]2[C:19]([CH3:20])=[CH:18][C:17]([C:21]([NH:23][C:24]3[CH:29]=[CH:28][C:27]([CH:30]=[O:31])=[CH:26][CH:25]=3)=[O:22])=[N:16]2)[C:5]2[O:9][C:8]([CH:10]([CH3:11])[CH3:12])=[CH:7][C:6]=2[CH:13]=1. Reactant: [Cl:1][C:2]1[CH:3]=[C:4]([CH2:14][N:15]2[C:19]([CH3:20])=[CH:18][C:17]([C:21]([NH:23][C:24]3[CH:29]=[CH:28][C:27]([CH2:30][OH:31])=[CH:26][CH:25]=3)=[O:22])=[N:16]2)[C:5]2[O:9][C:8]([CH:10]([CH3:12])[CH3:11])=[CH:7][C:6]=2[CH:13]=1.CC(OI1(OC(C)=O)(OC(C)=O)OC(=O)C2C=CC=CC1=2)=O. The catalyst class is: 2. (8) Reactant: [CH2:1]([O:3][C:4]1[C:13]([O:14][CH3:15])=[CH:12][C:11]2[C:10]([C:16]3[CH:24]=[CH:23][C:19]([C:20](O)=[O:21])=[CH:18][CH:17]=3)=[N:9][C@@H:8]3[CH2:25][CH2:26][S:27][CH2:28][C@@H:7]3[C:6]=2[CH:5]=1)[CH3:2].Cl.[CH2:30]([C:32]1[O:33][CH:34]=[C:35]([CH2:37][N:38]2[C:43]3[CH:44]=[C:45]([C:47]4[CH:52]=[CH:51][CH:50]=[CH:49][CH:48]=4)[S:46][C:42]=3[C:41](=[O:53])[N:40]([CH:54]3[CH2:59][CH2:58][NH:57][CH2:56][CH2:55]3)[C:39]2=[O:60])[N:36]=1)[CH3:31].CN(C(ON1N=NC2C=CC=CC1=2)=[N+](C)C)C.F[P-](F)(F)(F)(F)F.CCN(C(C)C)C(C)C.C(=O)(O)[O-].[Na+]. Product: [CH2:1]([O:3][C:4]1[C:13]([O:14][CH3:15])=[CH:12][C:11]2[C:10]([C:16]3[CH:24]=[CH:23][C:19]([C:20]([N:57]4[CH2:58][CH2:59][CH:54]([N:40]5[C:41](=[O:53])[C:42]6[S:46][C:45]([C:47]7[CH:48]=[CH:49][CH:50]=[CH:51][CH:52]=7)=[CH:44][C:43]=6[N:38]([CH2:37][C:35]6[N:36]=[C:32]([CH2:30][CH3:31])[O:33][CH:34]=6)[C:39]5=[O:60])[CH2:55][CH2:56]4)=[O:21])=[CH:18][CH:17]=3)=[N:9][C@@H:8]3[CH2:25][CH2:26][S:27][CH2:28][C@@H:7]3[C:6]=2[CH:5]=1)[CH3:2]. The catalyst class is: 2. (9) Reactant: [CH3:1][O:2][C:3]1[C:4]2[N:5]([N:15]=[CH:16][C:17]=2[C:18]#[C:19][C:20]2[CH:25]=[CH:24][N:23]=[C:22]([NH2:26])[CH:21]=2)[CH:6]=[C:7]([C:9]2[CH:10]=[N:11][N:12]([CH3:14])[CH:13]=2)[CH:8]=1. Product: [CH3:1][O:2][C:3]1[C:4]2[N:5]([N:15]=[CH:16][C:17]=2[CH2:18][CH2:19][C:20]2[CH:25]=[CH:24][N:23]=[C:22]([NH2:26])[CH:21]=2)[CH:6]=[C:7]([C:9]2[CH:10]=[N:11][N:12]([CH3:14])[CH:13]=2)[CH:8]=1. The catalyst class is: 261. (10) Reactant: Br[CH2:2][CH2:3][NH:4][C:5](=[O:11])[O:6][C:7]([CH3:10])([CH3:9])[CH3:8].[OH:12][C:13]1[CH:14]=[C:15]([CH:18]=[CH:19][CH:20]=1)[C:16]#[N:17].C(=O)([O-])[O-].[K+].[K+].[I-].[Na+]. Product: [C:7]([O:6][C:5]([NH:4][CH2:3][CH2:2][O:12][C:13]1[CH:14]=[C:15]([CH:18]=[CH:19][CH:20]=1)[C:16]#[N:17])=[O:11])([CH3:10])([CH3:9])[CH3:8]. The catalyst class is: 42.